From a dataset of Forward reaction prediction with 1.9M reactions from USPTO patents (1976-2016). Predict the product of the given reaction. (1) The product is: [NH2:8][C:5]1[CH:6]=[CH:7][C:2]([Cl:1])=[C:3]([CH2:11][C:12]([O:14][CH2:15][CH3:16])=[O:13])[CH:4]=1. Given the reactants [Cl:1][C:2]1[CH:7]=[CH:6][C:5]([N+:8]([O-])=O)=[CH:4][C:3]=1[CH2:11][C:12]([O:14][CH2:15][CH3:16])=[O:13].Cl, predict the reaction product. (2) Given the reactants C[Si](Cl)(C)C.C([N:9]([CH:12]([CH3:14])C)[CH2:10][CH3:11])(C)C.[C:23](O[C:23]([O:25][C:26]([CH3:29])([CH3:28])[CH3:27])=[O:24])([O:25][C:26]([CH3:29])([CH3:28])[CH3:27])=[O:24], predict the reaction product. The product is: [CH3:26][O:25][C:23]([C@H:14]1[CH2:11][CH2:10][N:9]([C:23]([O:25][C:26]([CH3:27])([CH3:28])[CH3:29])=[O:24])[CH2:12]1)=[O:24]. (3) Given the reactants Br[CH2:2][CH2:3][CH2:4][CH2:5][CH2:6][CH2:7][C:8]1[C:14]2[CH:15]=[CH:16][C:17]([OH:19])=[CH:18][C:13]=2[CH2:12][CH2:11][CH2:10][C:9]=1[C:20]1[CH:25]=[CH:24][CH:23]=[C:22]([OH:26])[CH:21]=1.[CH3:27][NH:28][CH2:29][CH2:30][CH2:31][S:32]([CH2:34][CH2:35][CH2:36][C:37]([F:43])([F:42])[C:38]([F:41])([F:40])[F:39])=[O:33], predict the reaction product. The product is: [OH:26][C:22]1[CH:21]=[C:20]([C:9]2[CH2:10][CH2:11][CH2:12][C:13]3[CH:18]=[C:17]([OH:19])[CH:16]=[CH:15][C:14]=3[C:8]=2[CH2:7][CH2:6][CH2:5][CH2:4][CH2:3][CH2:2][N:28]([CH3:27])[CH2:29][CH2:30][CH2:31][S:32]([CH2:34][CH2:35][CH2:36][C:37]([F:43])([F:42])[C:38]([F:39])([F:40])[F:41])=[O:33])[CH:25]=[CH:24][CH:23]=1. (4) Given the reactants [Br:1][C:2]1[CH:7]=[CH:6][CH:5]=[CH:4][C:3]=1[CH2:8][C:9]#[N:10].[H-].[Al+3].[Li+].[H-].[H-].[H-].[OH-].[K+], predict the reaction product. The product is: [Br:1][C:2]1[CH:7]=[CH:6][CH:5]=[CH:4][C:3]=1[CH2:8][CH2:9][NH2:10]. (5) The product is: [F:31][C:30]([F:33])([F:32])[S:27]([O:1][C:2]1[CH:11]=[CH:10][C:9]2[C:4](=[CH:5][CH:6]=[CH:7][C:8]=2[NH:12][C:13]([O:14][C:15]([CH3:16])([CH3:18])[CH3:17])=[O:19])[CH:3]=1)(=[O:29])=[O:28]. Given the reactants [OH:1][C:2]1[CH:11]=[CH:10][C:9]2[C:4](=[CH:5][CH:6]=[CH:7][C:8]=2[NH:12][C:13](=[O:19])[O:14][C:15]([CH3:18])([CH3:17])[CH3:16])[CH:3]=1.C1C=CC(N([S:27]([C:30]([F:33])([F:32])[F:31])(=[O:29])=[O:28])[S:27]([C:30]([F:33])([F:32])[F:31])(=[O:29])=[O:28])=CC=1.CCOC(C)=O, predict the reaction product. (6) Given the reactants [C:1]([O:9][CH2:10][CH3:11])(=[O:8])[CH2:2][C:3]([O:5][CH2:6][CH3:7])=[O:4].Br[CH2:13][C:14]([CH3:16])=[CH2:15], predict the reaction product. The product is: [CH3:13][C:14](=[CH2:15])[CH2:16][C:2]([CH2:15][C:14]([CH3:16])=[CH2:13])([C:3]([O:5][CH2:6][CH3:7])=[O:4])[C:1]([O:9][CH2:10][CH3:11])=[O:8]. (7) Given the reactants [OH-].[Li+].[Br:3][C:4]1[CH:17]=[C:16]2[C:7]([O:8][C:9]3[C:10]([F:34])=[CH:11][C:12]([O:32][CH3:33])=[CH:13][C:14]=3[C:15]32[CH2:22][CH2:21][S:20][C:19]([NH:23]C(=O)C2C=CC=CC=2)=[N:18]3)=[CH:6][CH:5]=1, predict the reaction product. The product is: [Br:3][C:4]1[CH:17]=[C:16]2[C:7]([O:8][C:9]3[C:10]([F:34])=[CH:11][C:12]([O:32][CH3:33])=[CH:13][C:14]=3[C:15]32[CH2:22][CH2:21][S:20][C:19]([NH2:23])=[N:18]3)=[CH:6][CH:5]=1.